This data is from Full USPTO retrosynthesis dataset with 1.9M reactions from patents (1976-2016). The task is: Predict the reactants needed to synthesize the given product. (1) Given the product [CH2:14]([C:3]1[CH:4]=[C:5](/[CH:10]=[CH:11]/[C:12]#[N:13])[CH:6]=[C:7]([CH2:8][CH3:9])[C:2]=1[B:19]1[O:20][C:21]([CH3:23])([CH3:22])[C:17]([CH3:33])([CH3:16])[O:18]1)[CH3:15], predict the reactants needed to synthesize it. The reactants are: Br[C:2]1[C:7]([CH2:8][CH3:9])=[CH:6][C:5](/[CH:10]=[CH:11]/[C:12]#[N:13])=[CH:4][C:3]=1[CH2:14][CH3:15].[CH3:16][C:17]1([CH3:33])[C:21]([CH3:23])([CH3:22])[O:20][B:19]([B:19]2[O:20][C:21]([CH3:23])([CH3:22])[C:17]([CH3:33])([CH3:16])[O:18]2)[O:18]1.C(=O)([O-])[O-].[K+].[K+].C1(P(C2CCCCC2)C2C=CC=CC=2C2C(OC)=CC=CC=2OC)CCCCC1. (2) The reactants are: [C:1]([C:3]1[CH:8]=[CH:7][C:6]([C:9]2[N:10]([CH:22]([CH3:27])[CH2:23][C:24]([OH:26])=[O:25])[CH:11]=[CH:12][C:13]=2[C:14]2[CH:19]=[CH:18][C:17]([O:20][CH3:21])=[CH:16][CH:15]=2)=[C:5]([CH3:28])[CH:4]=1)#[N:2].[OH-:29].[Na+].OO. Given the product [C:1]([C:3]1[CH:8]=[CH:7][C:6]([C:9]2[N:10]([CH:22]([CH3:27])[CH2:23][C:24]([OH:26])=[O:25])[CH:11]=[CH:12][C:13]=2[C:14]2[CH:19]=[CH:18][C:17]([O:20][CH3:21])=[CH:16][CH:15]=2)=[C:5]([CH3:28])[CH:4]=1)(=[O:29])[NH2:2], predict the reactants needed to synthesize it. (3) The reactants are: [C:1]1(B(O)O)[CH:6]=[CH:5][CH:4]=[CH:3][CH:2]=1.[Cl:10][C:11]1[C:16]([C:17]2[CH:22]=[CH:21][CH:20]=[CH:19][CH:18]=2)=[N:15][N:14]=[C:13]2[N:23]([CH2:27][CH2:28][N:29]3[CH2:33][CH2:32][CH2:31][CH2:30]3)[N:24]=[C:25](I)[C:12]=12. Given the product [Cl:10][C:11]1[C:16]([C:17]2[CH:22]=[CH:21][CH:20]=[CH:19][CH:18]=2)=[N:15][N:14]=[C:13]2[N:23]([CH2:27][CH2:28][N:29]3[CH2:33][CH2:32][CH2:31][CH2:30]3)[N:24]=[C:25]([C:1]3[CH:6]=[CH:5][CH:4]=[CH:3][CH:2]=3)[C:12]=12, predict the reactants needed to synthesize it.